Dataset: Full USPTO retrosynthesis dataset with 1.9M reactions from patents (1976-2016). Task: Predict the reactants needed to synthesize the given product. Given the product [Cl:24][C:3]1[C:2]([NH:1][C:26]2[N:31]=[C:30]([N:32]([CH:42]3[CH2:44][CH2:43]3)[CH2:33][C:34]3[CH:39]=[CH:38][C:37]([O:40][CH3:41])=[CH:36][CH:35]=3)[C:29]3=[N:45][CH:46]=[C:47]([C:48]#[N:49])[N:28]3[N:27]=2)=[CH:7][C:6]([C:8]#[N:9])=[CH:5][C:4]=1[NH:10][CH:11]1[CH2:12][CH2:13][N:14]([C:17]([O:19][C:20]([CH3:21])([CH3:23])[CH3:22])=[O:18])[CH2:15][CH2:16]1, predict the reactants needed to synthesize it. The reactants are: [NH2:1][C:2]1[C:3]([Cl:24])=[C:4]([NH:10][CH:11]2[CH2:16][CH2:15][N:14]([C:17]([O:19][C:20]([CH3:23])([CH3:22])[CH3:21])=[O:18])[CH2:13][CH2:12]2)[CH:5]=[C:6]([C:8]#[N:9])[CH:7]=1.Cl[C:26]1[N:31]=[C:30]([N:32]([CH:42]2[CH2:44][CH2:43]2)[CH2:33][C:34]2[CH:39]=[CH:38][C:37]([O:40][CH3:41])=[CH:36][CH:35]=2)[C:29]2=[N:45][CH:46]=[C:47]([C:48]#[N:49])[N:28]2[N:27]=1.C([O-])([O-])=O.[Cs+].[Cs+].C1(P(C2C=CC=CC=2)C2C3OC4C(=CC=CC=4P(C4C=CC=CC=4)C4C=CC=CC=4)C(C)(C)C=3C=CC=2)C=CC=CC=1.